This data is from Full USPTO retrosynthesis dataset with 1.9M reactions from patents (1976-2016). The task is: Predict the reactants needed to synthesize the given product. The reactants are: [C:1]([C:3]1[CH:4]=[C:5]([CH:24]=[CH:25][CH:26]=1)[C:6]([NH:8][C:9]1[CH:10]=[C:11]2[C:15](=[CH:16][CH:17]=1)[NH:14][CH:13]=[C:12]2[CH:18]1[CH2:23][CH2:22][NH:21][CH2:20][CH2:19]1)=[O:7])#[N:2].[N:27]([CH:30]1[CH2:34][CH2:33][CH2:32][CH2:31]1)=[C:28]=[O:29].C(N(CC)CC)C. Given the product [C:1]([C:3]1[CH:4]=[C:5]([CH:24]=[CH:25][CH:26]=1)[C:6]([NH:8][C:9]1[CH:10]=[C:11]2[C:15](=[CH:16][CH:17]=1)[NH:14][CH:13]=[C:12]2[CH:18]1[CH2:19][CH2:20][N:21]([C:28]([NH:27][CH:30]2[CH2:34][CH2:33][CH2:32][CH2:31]2)=[O:29])[CH2:22][CH2:23]1)=[O:7])#[N:2], predict the reactants needed to synthesize it.